Dataset: Reaction yield outcomes from USPTO patents with 853,638 reactions. Task: Predict the reaction yield, written as a fraction of the theoretical maximum amount of product (1.0 means a 100% yield; for example, 0.34 means a 34% yield). The catalyst is ClCCl. The yield is 1.00. The product is [Br:12][CH2:13][C:14]([NH:6][C:5]1[CH:7]=[CH:8][CH:9]=[C:3]([C:2]([F:10])([F:11])[F:1])[CH:4]=1)=[O:15]. The reactants are [F:1][C:2]([F:11])([F:10])[C:3]1[CH:4]=[C:5]([CH:7]=[CH:8][CH:9]=1)[NH2:6].[Br:12][CH2:13][C:14](Br)=[O:15].C(=O)([O-])O.[Na+].O.